This data is from Forward reaction prediction with 1.9M reactions from USPTO patents (1976-2016). The task is: Predict the product of the given reaction. (1) The product is: [I:13][C:8]1[CH:9]=[CH:10][CH:11]=[C:12]2[C:7]=1[NH:6][C:4](=[O:5])[C:3]2=[O:14]. Given the reactants ON=[CH:3][C:4]([NH:6][C:7]1[CH:12]=[CH:11][CH:10]=[CH:9][C:8]=1[I:13])=[O:5].[OH:14]S(O)(=O)=O, predict the reaction product. (2) Given the reactants [CH3:1][C@H:2]1[CH2:7][C@:6](C=C)([NH:8][S:9]([CH:12]=[CH2:13])(=[O:11])=[O:10])[CH2:5][CH2:4][N:3]1[C:16]([O:18][C:19]([CH3:22])([CH3:21])[CH3:20])=[O:17], predict the reaction product. The product is: [CH3:1][C@@H:2]1[N:3]([C:16]([O:18][C:19]([CH3:21])([CH3:22])[CH3:20])=[O:17])[CH2:4][CH2:5][C@@:6]2([NH:8][S:9](=[O:10])(=[O:11])[CH:12]=[CH:13]2)[CH2:7]1. (3) The product is: [CH:1]1([N:6]2[C:14]3[CH:13]=[C:12]([C:15]4[CH:16]=[N:17][C:18]([CH2:21][N:40]5[CH2:45][CH2:44][O:43][CH2:42][CH2:41]5)=[CH:19][CH:20]=4)[CH:11]=[C:10]([C:23]([NH:25][CH2:26][C:27]4[C:28](=[O:35])[NH:29][C:30]([CH3:34])=[CH:31][C:32]=4[CH3:33])=[O:24])[C:9]=3[CH:8]=[N:7]2)[CH2:2][CH2:3][CH2:4][CH2:5]1. Given the reactants [CH:1]1([N:6]2[C:14]3[CH:13]=[C:12]([C:15]4[CH:16]=[N:17][C:18]([CH:21]=O)=[CH:19][CH:20]=4)[CH:11]=[C:10]([C:23]([NH:25][CH2:26][C:27]4[C:28](=[O:35])[NH:29][C:30]([CH3:34])=[CH:31][C:32]=4[CH3:33])=[O:24])[C:9]=3[CH:8]=[N:7]2)[CH2:5][CH2:4][CH2:3][CH2:2]1.C(O)(=O)C.[NH:40]1[CH2:45][CH2:44][O:43][CH2:42][CH2:41]1.[BH3-]C#N.[Na+], predict the reaction product. (4) Given the reactants C([O:5][C:6]([C:8]1[S:12][C:11]([N:13]2[CH2:18][CH2:17][N:16]([S:19]([C:22]3[CH:27]=[CH:26][C:25]([O:28][C:29]([F:32])([F:31])[F:30])=[CH:24][CH:23]=3)(=[O:21])=[O:20])[C@@H:15]([C:33](=[O:45])[NH:34][CH2:35][C:36]3[CH:37]=[N:38][C:39]([CH:42]([CH3:44])[CH3:43])=[CH:40][CH:41]=3)[CH2:14]2)=[N:10][C:9]=1[CH3:46])=[O:7])(C)(C)C, predict the reaction product. The product is: [CH:42]([C:39]1[N:38]=[CH:37][C:36]([CH2:35][NH:34][C:33]([C@@H:15]2[N:16]([S:19]([C:22]3[CH:23]=[CH:24][C:25]([O:28][C:29]([F:32])([F:30])[F:31])=[CH:26][CH:27]=3)(=[O:21])=[O:20])[CH2:17][CH2:18][N:13]([C:11]3[S:12][C:8]([C:6]([OH:7])=[O:5])=[C:9]([CH3:46])[N:10]=3)[CH2:14]2)=[O:45])=[CH:41][CH:40]=1)([CH3:44])[CH3:43]. (5) Given the reactants [CH2:1]([O:5][CH2:6][CH2:7][O:8][C:9]1[CH:14]=[CH:13][C:12]([C:15]2[CH:16]=[CH:17][C:18]3[N:24]([C:25](=[O:30])[C:26]([F:29])([F:28])[F:27])[CH2:23][CH2:22][C:21]([C:31]([NH:33][C:34]4[CH:39]=[CH:38][C:37]([CH:40]([OH:48])[C:41]5[CH:46]=[C:45]([CH3:47])[CH:44]=[CH:43][N:42]=5)=[C:36]([C:49]([F:52])([F:51])[F:50])[CH:35]=4)=[O:32])=[CH:20][C:19]=3[CH:53]=2)=[CH:11][CH:10]=1)[CH2:2][CH2:3][CH3:4].ClC1C=CC=C(C(OO)=[O:62])C=1.S([O-])([O-])(=O)=S.[Na+].[Na+], predict the reaction product. The product is: [CH2:1]([O:5][CH2:6][CH2:7][O:8][C:9]1[CH:10]=[CH:11][C:12]([C:15]2[CH:16]=[CH:17][C:18]3[N:24]([C:25](=[O:30])[C:26]([F:28])([F:29])[F:27])[CH2:23][CH2:22][C:21]([C:31]([NH:33][C:34]4[CH:39]=[CH:38][C:37]([CH:40]([OH:48])[C:41]5[CH:46]=[C:45]([CH3:47])[CH:44]=[CH:43][N+:42]=5[O-:62])=[C:36]([C:49]([F:52])([F:50])[F:51])[CH:35]=4)=[O:32])=[CH:20][C:19]=3[CH:53]=2)=[CH:13][CH:14]=1)[CH2:2][CH2:3][CH3:4]. (6) Given the reactants [F:1][C:2]1[CH:3]=[CH:4][C:5]([O:23][CH3:24])=[C:6]([C:8]2[CH:13]=[CH:12][N:11]=[C:10]3[NH:14][C:15]([CH:17]4[CH2:22][CH2:21][NH:20][CH2:19][CH2:18]4)=[CH:16][C:9]=23)[CH:7]=1.C(N(CC)CC)C.[CH:32]([S:34]([NH2:37])(=[O:36])=[O:35])=[CH2:33], predict the reaction product. The product is: [F:1][C:2]1[CH:3]=[CH:4][C:5]([O:23][CH3:24])=[C:6]([C:8]2[CH:13]=[CH:12][N:11]=[C:10]3[NH:14][C:15]([CH:17]4[CH2:18][CH2:19][N:20]([CH2:33][CH2:32][S:34]([NH2:37])(=[O:36])=[O:35])[CH2:21][CH2:22]4)=[CH:16][C:9]=23)[CH:7]=1. (7) Given the reactants [O:1]=[C:2]1[CH2:7][O:6][C:5]2[CH:8]=[CH:9][C:10]([C:12](=O)[CH2:13][C:14](=O)[CH3:15])=[CH:11][C:4]=2[NH:3]1.[CH3:18][NH:19][NH2:20], predict the reaction product. The product is: [CH3:18][N:19]1[C:12]([C:10]2[CH:9]=[CH:8][C:5]3[O:6][CH2:7][C:2](=[O:1])[NH:3][C:4]=3[CH:11]=2)=[CH:13][C:14]([CH3:15])=[N:20]1. (8) Given the reactants [OH:1][C:2]1[N:7]=[CH:6][CH:5]=[CH:4][N:3]=1.C([O-])([O-])=O.[Na+].[Na+].[C:14]1([CH2:20][N:21]([CH2:26][C:27]2[CH:32]=[CH:31][CH:30]=[CH:29][CH:28]=2)[CH2:22][CH:23]2[CH2:25][O:24]2)[CH:19]=[CH:18][CH:17]=[CH:16][CH:15]=1.O, predict the reaction product. The product is: [C:27]1([CH2:26][N:21]([CH2:20][C:14]2[CH:19]=[CH:18][CH:17]=[CH:16][CH:15]=2)[CH2:22][CH:23]([OH:24])[CH2:25][N:3]2[CH:4]=[CH:5][CH:6]=[N:7][C:2]2=[O:1])[CH:28]=[CH:29][CH:30]=[CH:31][CH:32]=1. (9) Given the reactants [CH:1]([C:4]1[CH:9]=[CH:8][C:7]([S:10]([C:13]2[CH:18]=[CH:17][CH:16]=[CH:15][CH:14]=2)(=[O:12])=[O:11])=[CH:6][C:5]=1[S:19](Cl)(=[O:21])=[O:20])([CH3:3])[CH3:2].Cl.[NH2:24][CH:25]1[CH2:30][CH2:29][N:28]([C:31]([C:33]2[CH:38]=[CH:37][CH:36]=[CH:35][C:34]=2[O:39][CH3:40])=[O:32])[CH2:27][CH2:26]1.C(N(C(C)C)CC)(C)C, predict the reaction product. The product is: [CH:1]([C:4]1[CH:9]=[CH:8][C:7]([S:10]([C:13]2[CH:18]=[CH:17][CH:16]=[CH:15][CH:14]=2)(=[O:12])=[O:11])=[CH:6][C:5]=1[S:19]([NH:24][CH:25]1[CH2:30][CH2:29][N:28]([C:31](=[O:32])[C:33]2[CH:38]=[CH:37][CH:36]=[CH:35][C:34]=2[O:39][CH3:40])[CH2:27][CH2:26]1)(=[O:21])=[O:20])([CH3:3])[CH3:2]. (10) Given the reactants [Cl:1][C:2]1[N:3]=[C:4](Cl)[C:5]2[CH2:10][O:9][CH:8]([C:11]3[CH:16]=[CH:15][C:14]([F:17])=[CH:13][CH:12]=3)[C:6]=2[N:7]=1.Cl.[CH2:20]([NH2:22])[CH3:21], predict the reaction product. The product is: [Cl:1][C:2]1[N:3]=[C:4]([NH:22][CH2:20][CH3:21])[C:5]2[CH2:10][O:9][CH:8]([C:11]3[CH:16]=[CH:15][C:14]([F:17])=[CH:13][CH:12]=3)[C:6]=2[N:7]=1.